The task is: Predict the reactants needed to synthesize the given product.. This data is from Full USPTO retrosynthesis dataset with 1.9M reactions from patents (1976-2016). (1) Given the product [C:23]([CH:15]([N:11]1[C:12]([CH2:13][CH3:14])=[C:8]([O:7][C:6]2[CH:21]=[CH:22][C:3]([C:1]#[N:2])=[CH:4][CH:5]=2)[C:9]([CH2:19][CH3:20])=[N:10]1)[C:16]([NH:42][NH2:43])=[O:17])(=[O:25])[CH3:24], predict the reactants needed to synthesize it. The reactants are: [C:1]([C:3]1[CH:22]=[CH:21][C:6]([O:7][C:8]2[C:9]([CH2:19][CH3:20])=[N:10][N:11]([CH2:15][C:16](O)=[O:17])[C:12]=2[CH2:13][CH3:14])=[CH:5][CH:4]=1)#[N:2].[C:23](NN)(=[O:25])[CH3:24].Cl.CN(C)CCCN=C=NCC.O.O[N:42]1C2C=CC=CC=2N=[N:43]1.CN1CCOCC1. (2) Given the product [Br:7][C:8]1[C:16]([O:17][C:18]2[CH:23]=[CH:22][C:21]([F:24])=[CH:20][C:19]=2[F:25])=[CH:15][C:11]([C:12]([O:14][CH3:1])=[O:13])=[C:10]([N+:26]([O-:28])=[O:27])[CH:9]=1, predict the reactants needed to synthesize it. The reactants are: [C:1](Cl)(=O)C(Cl)=O.[Br:7][C:8]1[C:16]([O:17][C:18]2[CH:23]=[CH:22][C:21]([F:24])=[CH:20][C:19]=2[F:25])=[CH:15][C:11]([C:12]([OH:14])=[O:13])=[C:10]([N+:26]([O-:28])=[O:27])[CH:9]=1.CO. (3) Given the product [F:1][C:2]1[CH:7]=[CH:6][C:5]([C:8]2[N:12]=[N:11][N:10]([CH3:13])[C:9]=2[CH2:14][O:15][C:16]2[CH:24]=[CH:23][C:19]([C:20]([NH:25][C:26]([CH3:30])([CH3:29])[CH2:27][OH:28])=[O:22])=[CH:18][N:17]=2)=[CH:4][CH:3]=1, predict the reactants needed to synthesize it. The reactants are: [F:1][C:2]1[CH:7]=[CH:6][C:5]([C:8]2[N:12]=[N:11][N:10]([CH3:13])[C:9]=2[CH2:14][O:15][C:16]2[CH:24]=[CH:23][C:19]([C:20]([OH:22])=O)=[CH:18][N:17]=2)=[CH:4][CH:3]=1.[NH2:25][C:26]([CH3:30])([CH3:29])[CH2:27][OH:28]. (4) Given the product [C:4]([C:6]1([N:9]([CH:51]([CH3:53])[CH3:52])[S:10]([C:13]2[CH:14]=[C:15]([CH:48]=[CH:49][CH:50]=2)[C:16]([NH:18][C:19]2[S:20][C:21]3[CH2:47][CH2:46][CH2:45][CH2:44][C:22]=3[C:23]=2[C:24]([NH:26][C:27]2[CH:32]=[CH:31][C:30]([CH2:33][CH2:34][C:35]3[CH:36]=[CH:37][C:38]([C:39]([OH:41])=[O:40])=[CH:42][CH:43]=3)=[CH:29][CH:28]=2)=[O:25])=[O:17])(=[O:12])=[O:11])[CH2:7][CH2:8]1)([OH:5])=[O:3], predict the reactants needed to synthesize it. The reactants are: C([O:3][C:4]([C:6]1([N:9]([CH:51]([CH3:53])[CH3:52])[S:10]([C:13]2[CH:14]=[C:15]([CH:48]=[CH:49][CH:50]=2)[C:16]([NH:18][C:19]2[S:20][C:21]3[CH2:47][CH2:46][CH2:45][CH2:44][C:22]=3[C:23]=2[C:24]([NH:26][C:27]2[CH:32]=[CH:31][C:30]([CH2:33][CH2:34][C:35]3[CH:43]=[CH:42][C:38]([C:39]([OH:41])=[O:40])=[CH:37][CH:36]=3)=[CH:29][CH:28]=2)=[O:25])=[O:17])(=[O:12])=[O:11])[CH2:8][CH2:7]1)=[O:5])C.[OH-].[Na+]. (5) Given the product [C:25]([O:24][C:22]([N:19]1[CH2:20][CH2:21][CH:17]([NH:16][CH2:14][C@H:12]([OH:13])[CH2:11][NH:10][C:9]([O:8][CH2:1][C:2]2[CH:7]=[CH:6][CH:5]=[CH:4][CH:3]=2)=[O:15])[CH2:18]1)=[O:23])([CH3:28])([CH3:26])[CH3:27], predict the reactants needed to synthesize it. The reactants are: [CH2:1]([O:8][C:9](=[O:15])[NH:10][CH2:11][C@@H:12]1[CH2:14][O:13]1)[C:2]1[CH:7]=[CH:6][CH:5]=[CH:4][CH:3]=1.[NH2:16][CH:17]1[CH2:21][CH2:20][N:19]([C:22]([O:24][C:25]([CH3:28])([CH3:27])[CH3:26])=[O:23])[CH2:18]1. (6) Given the product [C:1]([N:4]1[C:11]2[CH:12]=[CH:13][CH:14]=[CH:15][C:10]=2[CH:9]=[CH:8][C:7]2[N:16]=[C:17]([C:33]3[CH:32]=[N:31][C:30]([O:29][CH3:28])=[CH:35][CH:34]=3)[C:18]([F:20])=[CH:19][C:6]=2[CH2:5]1)(=[O:3])[CH3:2], predict the reactants needed to synthesize it. The reactants are: [C:1]([N:4]1[C:11]2[CH:12]=[CH:13][CH:14]=[CH:15][C:10]=2[CH:9]=[CH:8][C:7]2[N:16]=[C:17](Cl)[C:18]([F:20])=[CH:19][C:6]=2[CH2:5]1)(=[O:3])[CH3:2].C([O-])([O-])=O.[Na+].[Na+].[CH3:28][O:29][C:30]1[CH:35]=[CH:34][C:33](B2OC(C)(C)C(C)(C)O2)=[CH:32][N:31]=1.CCOC(C)=O.